From a dataset of Full USPTO retrosynthesis dataset with 1.9M reactions from patents (1976-2016). Predict the reactants needed to synthesize the given product. (1) Given the product [CH:14]([S:16]([NH:1][C:2]1[CH:3]=[CH:4][C:5]([CH:8]([CH3:12])[C:9]([NH2:11])=[O:10])=[CH:6][CH:7]=1)(=[O:18])=[O:17])([CH3:15])[CH3:13], predict the reactants needed to synthesize it. The reactants are: [NH2:1][C:2]1[CH:7]=[CH:6][C:5]([C@@H:8]([CH3:12])[C:9]([NH2:11])=[O:10])=[CH:4][CH:3]=1.[CH3:13][CH:14]([S:16](Cl)(=[O:18])=[O:17])[CH3:15]. (2) Given the product [CH3:8][C:4]1[CH:5]=[CH:6][CH:7]=[C:2]([Sn:18]([CH2:19][CH2:20][CH2:21][CH3:22])([CH2:23][CH2:24][CH2:25][CH3:26])[CH2:14][CH2:15][CH2:16][CH3:17])[N:3]=1, predict the reactants needed to synthesize it. The reactants are: Br[C:2]1[CH:7]=[CH:6][CH:5]=[C:4]([CH3:8])[N:3]=1.C([Li])CCC.[CH2:14]([Sn:18](Cl)([CH2:23][CH2:24][CH2:25][CH3:26])[CH2:19][CH2:20][CH2:21][CH3:22])[CH2:15][CH2:16][CH3:17].O.